This data is from Experimentally validated miRNA-target interactions with 360,000+ pairs, plus equal number of negative samples. The task is: Binary Classification. Given a miRNA mature sequence and a target amino acid sequence, predict their likelihood of interaction. (1) The miRNA is hsa-miR-8080 with sequence GAAGGACACUGGUGUCAACGGCU. The protein sequence of the target gene is MNKLYIGNLNESVTPADLEKVFAEHKISYSGQFLVKSGYAFVDCPDEHWAMKAIETFSGKVELQGKRLEIEHSVPKKQRSRKIQIRNIPPQLRWEVLDSLLAQYGTVENCEQVNTESETAVVNVTYSNREQTRQAIMKLNGHQLENHALKVSYIPDEQIAQGPENGRRGGFGSRGQPRQGSPVAAGAPAKQQQVDIPLRLLVPTQYVGAIIGKEGATIRNITKQTQSKIDVHRKENAGAAEKAISVHSTPEGCSSACKMILEIMHKEAKDTKTADEVPLKILAHNNFVGRLIGKEGRNLK.... Result: 1 (interaction). (2) The miRNA is ath-miR160c-5p with sequence UGCCUGGCUCCCUGUAUGCCA. The protein sequence of the target gene is MAEPTVCSFLTKVLCAHGGRMFLKDLRGHVELSEARLRDVLQRAGPERFLLQEVETQEGLGDAEAEAAAGAVGGGGTSAWRVVAVSSVRLCARYQRGECQACDQLHFCRRHMLGKCPNRDCWSTCTLSHDIHTPVNMQVLKSHGLFGLNENQLRILLLQNDPCLLPEVCLLYNKGEALYGYCNLKDKCNKFHVCKSFVKGECKLQTCKRSHQLIHAASLKLLQDQGLNIPSVVNFQIISTYKHMKLHKMLENTDNSSPSTEHSQGLEKQGVHAAGAAEAGPLASVPAQSAKKPCPVSCEK.... Result: 0 (no interaction). (3) The miRNA is hsa-miR-548ba with sequence AAAGGUAACUGUGAUUUUUGCU. The protein sequence of the target gene is MAEEKKLKLSNTVLPSESMKVVAESMGIAQIQEETCQLLTDEVSYRIKEIAQDALKFMHMGKRQKLTTSDIDYALKLKNVEPLYGFHAQEFIPFRFASGGGRELYFYEEKEVDLSDIINTPLPRVPLDVCLKAHWLSIEGCQPAIPENPPPAPKEQQKAEATEPLKSAKPGQEEDGPLKGKGQGATTADGKGKEKKAPPLLEGAPLRLKPRSIHELSVEQQLYYKEITEACVGSCEAKRAEALQSIATDPGLYQMLPRFSTFISEGVRVNVVQNNLALLIYLMRMVKALMDNPTLYLEKY.... Result: 0 (no interaction). (4) The protein sequence of the target gene is MEPELEHTLPGTLTWSHSGGPESQEMDFLEQGENSWPSPAVATSSERTCAIRGVKASRWTRQEAVEEAEPPGLGEGAQSRPAAESTRQEATFPKATPLAQAVPLAEAETSPTGWDLLLPDCAASAGGSSTGDLELTIEFPAPEAWDCELEGLGKDRPRPGPSPQAPLLGLSWDDELQKPGAQVYMHFMQEHTCYDAMATSSKLVIFDTTLEIKKAFFAMVANGVRAAPLWDSKKQSFVGMLTITDFILVLHRYYRSPLVQIYEIEEHKIETWREIYLQGCFKPLVSISPNDSLFEAVYAL.... The miRNA is mmu-miR-29b-1-5p with sequence GCUGGUUUCAUAUGGUGGUUUA. Result: 0 (no interaction). (5) Result: 1 (interaction). The protein sequence of the target gene is MSGALDVLQMKEEDVLKFLAAGTHLGGTNLDFQMEQYIYKRKSDGIYIINLKRTWEKLLLAARAIVAIENPADVSVISSRNTGQRAVLKFAAATGATPIAGRFTPGTFTNQIQAAFREPRLLVVTDPRADHQPLTEASYVNLPTIALCNTDSPLRYVDIAIPCNNKGAHSVGLMWWMLAREVLRMRGTISREHPWEVMPDLYFYRDPEEIEKEEQAAAEKAVTKEEFQGEWTAPAPEFTATQPEVADWSEGVQVPSVPIQQFPTEDWSAQPATEDWSAAPTAQATEWVGATTDWS. The miRNA is hsa-let-7a-5p with sequence UGAGGUAGUAGGUUGUAUAGUU. (6) The miRNA is hsa-miR-620 with sequence AUGGAGAUAGAUAUAGAAAU. The protein sequence of the target gene is MVVQNSADAGDMRAGVQLEPFLHQVGGHMSVMKYDEHTVCKPLVSREQRFYESLPLAMKRFTPQYKGTVTVHLWKDSTGHLSLVANPVKESQEPFKVSTESAAVAIWQTLQQTTGSNGSDCTLAQWPHAQLARSPKESPAKALLRSEPHLNTPAFSLVEDTNGNQVERKSFNPWGLQCHQAHLTRLCSEYPENKRHRFLLLENVVSQYTHPCVLDLKMGTRQHGDDASEEKKARHMRKCAQSTSACLGVRICGMQVYQTDKKYFLCKDKYYGRKLSVEGFRQALYQFLHNGSHLRRELLE.... Result: 0 (no interaction). (7) The protein sequence of the target gene is MAAHHRQNTAGRRKVQVSYVIRDEVEKYNRNGVNALQLDPALNRLFTAGRDSIIRIWSVNQHKQDPYIASMEHHTDWVNDIVLCCNGKTLISASSDTTVKVWNAHKGFCMSTLRTHKDYVKALAYAKDKELVASAGLDRQIFLWDVNTLTALTASNNTVTTSSLSGNKDSIYSLAMNQLGTIIVSGSTEKVLRVWDPRTCAKLMKLKGHTDNVKALLLNRDGTQCLSGSSDGTIRLWSLGQQRCIATYRVHDEGVWALQVNDAFTHVYSGGRDRKIYCTDLRNPDIRVLICEEKAPVLKM.... Result: 0 (no interaction). The miRNA is mmu-miR-1954 with sequence ACUGCAGAGUGAGACCCUGUU.